This data is from Catalyst prediction with 721,799 reactions and 888 catalyst types from USPTO. The task is: Predict which catalyst facilitates the given reaction. Reactant: [CH3:1][O:2][C:3]([CH:5]1[CH2:10][NH:9][CH:8]([CH2:11][CH2:12][C:13]2[CH:22]=[N:21][CH:20]=[CH:19][C:14]=2[C:15](OC)=[O:16])[CH2:7][CH2:6]1)=[O:4]. Product: [O:16]=[C:15]1[N:9]2[CH2:10][CH:5]([C:3]([O:2][CH3:1])=[O:4])[CH2:6][CH2:7][CH:8]2[CH2:11][CH2:12][C:13]2[CH:22]=[N:21][CH:20]=[CH:19][C:14]1=2. The catalyst class is: 390.